This data is from Forward reaction prediction with 1.9M reactions from USPTO patents (1976-2016). The task is: Predict the product of the given reaction. (1) The product is: [OH:1][C:2]1[CH:7]=[CH:6][C:5]([O:8][CH3:26])=[CH:4][C:3]=1[C:9]([C:11]1[CH:16]=[CH:15][C:14]([O:23][CH3:20])=[CH:13][CH:12]=1)=[O:10]. Given the reactants [OH:1][C:2]1[CH:7]=[CH:6][C:5]([OH:8])=[CH:4][C:3]=1[C:9]([C:11]1[CH:16]=[CH:15][C:14](O)=[CH:13][CH:12]=1)=[O:10].IC.[C:20](=[O:23])([O-])[O-].[K+].[K+].[CH3:26]C(C)=O, predict the reaction product. (2) Given the reactants C1C=CC(C(Cl)(C2C(Cl)=CC=CC=2)C2C=CC=CC=2)=CC=1.[N:22]1[NH:23][N:24]=[N:25][C:26]=1[C:27]1[CH:28]=[CH:29][C:30]2[NH:31][C:32]3[C:37]([C:38]=2[CH:39]=1)=[CH:36][CH:35]=[CH:34][CH:33]=3.CC(N(CC)C(C)C)C.[C:49](Cl)(=[O:56])[C:50]1[CH:55]=[CH:54][CH:53]=[CH:52][CH:51]=1, predict the reaction product. The product is: [C:50]1([C:49]([N:31]2[C:30]3[CH:29]=[CH:28][C:27]([C:26]4[N:25]=[N:24][NH:23][N:22]=4)=[CH:39][C:38]=3[C:37]3[C:32]2=[CH:33][CH:34]=[CH:35][CH:36]=3)=[O:56])[CH:55]=[CH:54][CH:53]=[CH:52][CH:51]=1. (3) Given the reactants [NH2:1][C:2]1[CH:3]=[C:4]([CH:9]=[CH:10][C:11]=1[OH:12])[C:5]([O:7][CH3:8])=[O:6].C(=O)([O-])O.[Na+].Cl[CH2:19][C:20](Cl)=[O:21], predict the reaction product. The product is: [O:21]=[C:20]1[NH:1][C:2]2[CH:3]=[C:4]([C:5]([O:7][CH3:8])=[O:6])[CH:9]=[CH:10][C:11]=2[O:12][CH2:19]1. (4) Given the reactants [F:1][C:2]1[CH:9]=[CH:8][CH:7]=[CH:6][C:3]=1[CH:4]=O.[CH3:10][C:11](=O)[CH:12]=[CH2:13].[NH2:15][S:16]([C:19]1[CH:24]=[CH:23][C:22]([NH2:25])=[CH:21][CH:20]=1)(=[O:18])=[O:17], predict the reaction product. The product is: [F:1][C:2]1[CH:9]=[CH:8][CH:7]=[CH:6][C:3]=1[C:4]1[N:25]([C:22]2[CH:23]=[CH:24][C:19]([S:16]([NH2:15])(=[O:17])=[O:18])=[CH:20][CH:21]=2)[C:11]([CH3:10])=[CH:12][CH:13]=1.